From a dataset of Full USPTO retrosynthesis dataset with 1.9M reactions from patents (1976-2016). Predict the reactants needed to synthesize the given product. (1) Given the product [NH2:12][C:11]1[CH:13]=[CH:14][C:15]([CH2:17][C:18]([O:41][CH2:39][CH3:40])=[O:36])=[CH:16][C:10]=1[OH:9], predict the reactants needed to synthesize it. The reactants are: C1(C)C=CC=CC=1NC1[O:9][C:10]2[CH:16]=[C:15]([CH2:17][CH2:18]C(NC3C=CC([C@H](C)CC(O)=O)=CC=3)=O)[CH:14]=[CH:13][C:11]=2[N:12]=1.C([O-])=[O:36].[NH4+].[CH2:39]([OH:41])[CH3:40]. (2) Given the product [O:27]=[C:19]1[C:18]2[C:17]3[CH2:28][CH2:29][CH2:30][CH2:31][C:16]=3[CH:15]=[CH:14][C:13]=2[N:12]=[C:11]([N:9]2[CH:10]=[C:6]([C:4]([OH:5])=[O:3])[CH:7]=[N:8]2)[NH:20]1, predict the reactants needed to synthesize it. The reactants are: C([O:3][C:4]([C:6]1[CH:7]=[N:8][N:9]([C:11]2[N:20](COCCOC)[C:19](=[O:27])[C:18]3[C:17]4[CH2:28][CH2:29][CH2:30][CH2:31][C:16]=4[CH:15]=[CH:14][C:13]=3[N:12]=2)[CH:10]=1)=[O:5])C.C(O)C. (3) Given the product [CH:1]1([O:4][C:5]2[CH:14]=[C:13]3[C:8]([C:9]([CH3:22])=[CH:10][C:11](=[O:21])[N:12]3[CH2:15][CH:16]=[O:17])=[CH:7][CH:6]=2)[CH2:2][CH2:3]1, predict the reactants needed to synthesize it. The reactants are: [CH:1]1([O:4][C:5]2[CH:14]=[C:13]3[C:8]([C:9]([CH3:22])=[CH:10][C:11](=[O:21])[N:12]3[CH2:15][CH:16]3OCC[O:17]3)=[CH:7][CH:6]=2)[CH2:3][CH2:2]1.FC(F)(F)C(O)=O.C(=O)([O-])O.[Na+].[OH-].[Na+]. (4) Given the product [Cl:1][C:2]1[CH:7]=[CH:6][C:5]([S:8]([CH:11]([C:21]2[CH:26]=[C:25]([F:27])[CH:24]=[CH:23][C:22]=2[F:28])[C:12]2[CH:13]=[CH:14][C:15]([C:18]([NH:47][CH:44]3[CH2:45][CH2:46][CH:41]([CH3:40])[CH2:42][CH2:43]3)=[O:20])=[CH:16][N:17]=2)(=[O:10])=[O:9])=[CH:4][CH:3]=1, predict the reactants needed to synthesize it. The reactants are: [Cl:1][C:2]1[CH:7]=[CH:6][C:5]([S:8]([CH:11]([C:21]2[CH:26]=[C:25]([F:27])[CH:24]=[CH:23][C:22]=2[F:28])[C:12]2[N:17]=[CH:16][C:15]([C:18]([OH:20])=O)=[CH:14][CH:13]=2)(=[O:10])=[O:9])=[CH:4][CH:3]=1.S(Cl)(Cl)=O.CN1CCOCC1.[CH3:40][CH:41]1[CH2:46][CH2:45][CH:44]([NH2:47])[CH2:43][CH2:42]1. (5) Given the product [NH2:12][C:10]1[N:11]2[CH:15]=[CH:16][N:1]=[C:2]2[C:3]([C:4]([O:6][CH3:7])=[O:5])=[CH:8][C:9]=1[Cl:13], predict the reactants needed to synthesize it. The reactants are: [NH2:1][C:2]1[N:11]=[C:10]([NH2:12])[C:9]([Cl:13])=[CH:8][C:3]=1[C:4]([O:6][CH3:7])=[O:5].Cl[CH2:15][CH:16]=O. (6) The reactants are: Br[C:2]1[C:3]([CH2:17][CH3:18])=[C:4]([C:9]2[CH:10]=[N:11][C:12]([O:15][CH3:16])=[CH:13][CH:14]=2)[CH:5]=[N:6][C:7]=1[NH2:8].[OH:19][C:20]1[CH:25]=[CH:24][C:23](B(O)O)=[CH:22][CH:21]=1.C([O-])([O-])=O.[K+].[K+]. Given the product [NH2:8][C:7]1[N:6]=[CH:5][C:4]([C:9]2[CH:10]=[N:11][C:12]([O:15][CH3:16])=[CH:13][CH:14]=2)=[C:3]([CH2:17][CH3:18])[C:2]=1[C:23]1[CH:24]=[CH:25][C:20]([OH:19])=[CH:21][CH:22]=1, predict the reactants needed to synthesize it.